The task is: Predict which catalyst facilitates the given reaction.. This data is from Catalyst prediction with 721,799 reactions and 888 catalyst types from USPTO. Reactant: [CH2:1]([C:4]1[C:13]([NH2:14])=[CH:12][CH:11]=[CH:10][C:5]=1[C:6]([O:8][CH3:9])=[O:7])[CH:2]=[CH2:3].[C:15]([O:19][C:20](=[O:29])[NH:21][CH:22]1[CH2:27][CH2:26][C:25](=O)[CH2:24][CH2:23]1)([CH3:18])([CH3:17])[CH3:16].CC(O)=O.[BH-](OC(C)=O)(OC(C)=O)OC(C)=O.[Na+]. Product: [CH2:1]([C:4]1[C:13]([NH:14][C@H:25]2[CH2:24][CH2:23][C@H:22]([NH:21][C:20]([O:19][C:15]([CH3:18])([CH3:17])[CH3:16])=[O:29])[CH2:27][CH2:26]2)=[CH:12][CH:11]=[CH:10][C:5]=1[C:6]([O:8][CH3:9])=[O:7])[CH:2]=[CH2:3]. The catalyst class is: 279.